From a dataset of NCI-60 drug combinations with 297,098 pairs across 59 cell lines. Regression. Given two drug SMILES strings and cell line genomic features, predict the synergy score measuring deviation from expected non-interaction effect. (1) Drug 1: CN1C2=C(C=C(C=C2)N(CCCl)CCCl)N=C1CCCC(=O)O.Cl. Drug 2: CN(CC1=CN=C2C(=N1)C(=NC(=N2)N)N)C3=CC=C(C=C3)C(=O)NC(CCC(=O)O)C(=O)O. Cell line: NCI/ADR-RES. Synergy scores: CSS=20.0, Synergy_ZIP=12.7, Synergy_Bliss=15.1, Synergy_Loewe=-1.67, Synergy_HSA=4.90. (2) Drug 1: CCC1(CC2CC(C3=C(CCN(C2)C1)C4=CC=CC=C4N3)(C5=C(C=C6C(=C5)C78CCN9C7C(C=CC9)(C(C(C8N6C)(C(=O)OC)O)OC(=O)C)CC)OC)C(=O)OC)O.OS(=O)(=O)O. Drug 2: C1=CC=C(C(=C1)C(C2=CC=C(C=C2)Cl)C(Cl)Cl)Cl. Synergy scores: CSS=12.7, Synergy_ZIP=-3.98, Synergy_Bliss=2.35, Synergy_Loewe=-91.1, Synergy_HSA=-3.15. Cell line: RPMI-8226. (3) Drug 1: CC(C)(C#N)C1=CC(=CC(=C1)CN2C=NC=N2)C(C)(C)C#N. Drug 2: CCCCCOC(=O)NC1=NC(=O)N(C=C1F)C2C(C(C(O2)C)O)O. Cell line: NCI-H226. Synergy scores: CSS=0.238, Synergy_ZIP=-0.437, Synergy_Bliss=-2.05, Synergy_Loewe=-3.81, Synergy_HSA=-3.78. (4) Drug 1: CN(C)N=NC1=C(NC=N1)C(=O)N. Drug 2: CC(C)NC(=O)C1=CC=C(C=C1)CNNC.Cl. Cell line: LOX IMVI. Synergy scores: CSS=39.7, Synergy_ZIP=2.82, Synergy_Bliss=1.10, Synergy_Loewe=1.67, Synergy_HSA=5.43. (5) Drug 1: C1=CC(=CC=C1CCC2=CNC3=C2C(=O)NC(=N3)N)C(=O)NC(CCC(=O)O)C(=O)O. Drug 2: C1=CC(=C2C(=C1NCCNCCO)C(=O)C3=C(C=CC(=C3C2=O)O)O)NCCNCCO. Cell line: SR. Synergy scores: CSS=88.6, Synergy_ZIP=0.827, Synergy_Bliss=-0.0163, Synergy_Loewe=-0.471, Synergy_HSA=2.57.